Predict which catalyst facilitates the given reaction. From a dataset of Catalyst prediction with 721,799 reactions and 888 catalyst types from USPTO. (1) Reactant: Br[CH2:2][C:3]1[C:8]([CH:9]2[CH2:11][CH2:10]2)=[CH:7][CH:6]=[CH:5][C:4]=1[N:12]1[C:16](=[O:17])[N:15]([CH3:18])[N:14]=[N:13]1.[F:19][C:20]1[CH:25]=[CH:24][C:23]([N:26]2[CH:30]=[CH:29][C:28]([OH:31])=[N:27]2)=[CH:22][CH:21]=1.C(=O)([O-])[O-].[K+].[K+].C(#N)C. Product: [F:19][C:20]1[CH:21]=[CH:22][C:23]([N:26]2[CH:30]=[CH:29][C:28]([O:31][CH2:2][C:3]3[C:8]([CH:9]4[CH2:11][CH2:10]4)=[CH:7][CH:6]=[CH:5][C:4]=3[N:12]3[C:16](=[O:17])[N:15]([CH3:18])[N:14]=[N:13]3)=[N:27]2)=[CH:24][CH:25]=1. The catalyst class is: 6. (2) Reactant: [NH2:1][C:2]1[CH:20]=[CH:19][C:5]([O:6][C:7]2[CH:12]=[CH:11][N:10]=[C:9]([NH:13][C:14]([CH:16]3[CH2:18][CH2:17]3)=[O:15])[CH:8]=2)=[CH:4][C:3]=1[F:21].N1C=CC=CC=1.Cl[C:29]([O:31][C:32]1[CH:37]=[CH:36][CH:35]=[CH:34][CH:33]=1)=[O:30].CCOC(C)=O. Product: [CH:16]1([C:14]([NH:13][C:9]2[CH:8]=[C:7]([O:6][C:5]3[CH:19]=[CH:20][C:2]([NH:1][C:29](=[O:30])[O:31][C:32]4[CH:37]=[CH:36][CH:35]=[CH:34][CH:33]=4)=[C:3]([F:21])[CH:4]=3)[CH:12]=[CH:11][N:10]=2)=[O:15])[CH2:18][CH2:17]1. The catalyst class is: 2. (3) Reactant: [Cl:1][C:2]1[CH:7]=[C:6](Cl)[N:5]=[CH:4][N:3]=1.[C:9]1(B(O)O)[CH:14]=[CH:13][CH:12]=[CH:11][CH:10]=1.C1(P(C2CCCCC2)C2CCCCC2)CCCCC1.C(=O)([O-])[O-].[Cs+].[Cs+]. Product: [Cl:1][C:2]1[CH:7]=[C:6]([C:9]2[CH:14]=[CH:13][CH:12]=[CH:11][CH:10]=2)[N:5]=[CH:4][N:3]=1. The catalyst class is: 102. (4) Reactant: [Cl:1][C:2]1[CH:3]=[C:4]([NH:19][C:20]2[C:30]3[CH:29]=[C:28]([C:31]([OH:33])=O)[CH2:27][CH2:26][NH:25][C:24]=3[N:23]=[CH:22][N:21]=2)[CH:5]=[CH:6][C:7]=1[O:8][C:9]1[CH:14]=[CH:13][CH:12]=[C:11]([C:15]([F:18])([F:17])[F:16])[CH:10]=1.Cl.[C:35]([S:39]([CH2:42][CH2:43][NH2:44])(=[O:41])=[O:40])([CH3:38])([CH3:37])[CH3:36].Cl.C(N=C=NCCCN(C)C)C.O.ON1C2C=CC=CC=2N=N1. Product: [C:35]([S:39]([CH2:42][CH2:43][NH:44][C:31]([C:28]1[CH2:27][CH2:26][NH:25][C:24]2[N:23]=[CH:22][N:21]=[C:20]([NH:19][C:4]3[CH:5]=[CH:6][C:7]([O:8][C:9]4[CH:14]=[CH:13][CH:12]=[C:11]([C:15]([F:18])([F:17])[F:16])[CH:10]=4)=[C:2]([Cl:1])[CH:3]=3)[C:30]=2[CH:29]=1)=[O:33])(=[O:41])=[O:40])([CH3:38])([CH3:37])[CH3:36]. The catalyst class is: 289. (5) Reactant: [OH-].[Li+].[C:3]([O:7][C:8]([N:10]([CH3:33])[C@@H:11]1[C:20]2[CH:19]=[C:18]([C:21]([O:23]C)=[O:22])[CH:17]=[CH:16][C:15]=2[C@H:14]([C:25]2[CH:30]=[CH:29][C:28]([Cl:31])=[C:27]([Cl:32])[CH:26]=2)[CH2:13][CH2:12]1)=[O:9])([CH3:6])([CH3:5])[CH3:4].Cl. Product: [C:3]([O:7][C:8]([N:10]([CH3:33])[C@@H:11]1[C:20]2[CH:19]=[C:18]([C:21]([OH:23])=[O:22])[CH:17]=[CH:16][C:15]=2[C@H:14]([C:25]2[CH:30]=[CH:29][C:28]([Cl:31])=[C:27]([Cl:32])[CH:26]=2)[CH2:13][CH2:12]1)=[O:9])([CH3:6])([CH3:5])[CH3:4]. The catalyst class is: 24. (6) Reactant: [CH2:1]([O:8][C:9](=[O:18])[NH:10][C@H:11]1[CH2:16][CH2:15][C@H:14]([OH:17])[CH2:13][CH2:12]1)[C:2]1[CH:7]=[CH:6][CH:5]=[CH:4][CH:3]=1.[Si:19](Cl)([C:22]([CH3:25])([CH3:24])[CH3:23])([CH3:21])[CH3:20]. Product: [CH2:1]([O:8][C:9](=[O:18])[NH:10][C@H:11]1[CH2:16][CH2:15][C@H:14]([O:17][Si:19]([C:22]([CH3:25])([CH3:24])[CH3:23])([CH3:21])[CH3:20])[CH2:13][CH2:12]1)[C:2]1[CH:3]=[CH:4][CH:5]=[CH:6][CH:7]=1. The catalyst class is: 1. (7) Reactant: Cl[C:2]1[N:3]=[CH:4][C:5]2[CH2:11][N:10]([C:12]([C:14]3[CH:15]=[N:16][CH:17]=[CH:18][CH:19]=3)=[O:13])[CH2:9][CH2:8][C:6]=2[N:7]=1.[CH3:20][O:21][C:22]1[CH:23]=[C:24]([CH:26]=[CH:27][CH:28]=1)[NH2:25].CCOC(C)=O. Product: [CH3:20][O:21][C:22]1[CH:23]=[C:24]([NH:25][C:2]2[N:3]=[CH:4][C:5]3[CH2:11][N:10]([C:12]([C:14]4[CH:15]=[N:16][CH:17]=[CH:18][CH:19]=4)=[O:13])[CH2:9][CH2:8][C:6]=3[N:7]=2)[CH:26]=[CH:27][CH:28]=1. The catalyst class is: 32. (8) Reactant: [CH:1]1([C:7]2[C:11]([CH2:12][CH2:13][CH2:14][OH:15])=[CH:10][N:9]([C:16]3[CH:21]=[CH:20][C:19]([C:22]([F:25])([F:24])[F:23])=[CH:18][N:17]=3)[N:8]=2)[CH2:6][CH2:5][CH2:4][CH2:3][CH2:2]1.[F:26][C:27]1[C:28](O)=[C:29]([CH2:33][C:34]([O:36]C)=[O:35])[CH:30]=[CH:31][CH:32]=1.C(P(CCCC)CCCC)CCC.N(C(N1CCCCC1)=O)=NC(N1CCCCC1)=O. Product: [CH:1]1([C:7]2[C:11]([CH2:12][CH2:13][CH2:14][O:15][C:28]3[C:27]([F:26])=[CH:32][CH:31]=[CH:30][C:29]=3[CH2:33][C:34]([OH:36])=[O:35])=[CH:10][N:9]([C:16]3[CH:21]=[CH:20][C:19]([C:22]([F:23])([F:24])[F:25])=[CH:18][N:17]=3)[N:8]=2)[CH2:6][CH2:5][CH2:4][CH2:3][CH2:2]1. The catalyst class is: 7.